From a dataset of Reaction yield outcomes from USPTO patents with 853,638 reactions. Predict the reaction yield, written as a fraction of the theoretical maximum amount of product (1.0 means a 100% yield; for example, 0.34 means a 34% yield). (1) The reactants are [CH3:1][N:2]1[C:6]2[CH:7]=[CH:8][CH:9]=[CH:10][C:5]=2[N:4]=[C:3]1[CH:11]=[O:12].[BH4-].[Na+]. The catalyst is C1COCC1.CO. The product is [CH3:1][N:2]1[C:6]2[CH:7]=[CH:8][CH:9]=[CH:10][C:5]=2[N:4]=[C:3]1[CH2:11][OH:12]. The yield is 1.00. (2) The reactants are [C:1]([NH:4][NH:5][C:6]([C:8]1[C:9](Cl)=[N:10][CH:11]=[N:12][C:13]=1[Cl:14])=[O:7])(=[O:3])[CH3:2].[NH3:16]. The catalyst is C1COCC1. The product is [C:1]([NH:4][NH:5][C:6]([C:8]1[C:9]([NH2:16])=[N:10][CH:11]=[N:12][C:13]=1[Cl:14])=[O:7])(=[O:3])[CH3:2]. The yield is 0.642. (3) The reactants are CN(C(ON1N=NC2C=CC=NC1=2)=[N+](C)C)C.F[P-](F)(F)(F)(F)F.[Cl:25][C:26]1[CH:27]=[C:28]([C:34]2([C:49]([F:52])([F:51])[F:50])[O:38][N:37]=[C:36]([C:39]3[CH:47]=[CH:46][C:42]([C:43]([OH:45])=O)=[C:41]([CH3:48])[CH:40]=3)[CH2:35]2)[CH:29]=[C:30]([Cl:33])[C:31]=1[F:32].Cl.[NH2:54][CH2:55][C:56]1[CH:67]=[CH:66][C:59]2[B:60]([OH:65])[O:61][C:62]([CH3:64])([CH3:63])[C:58]=2[CH:57]=1.Cl. The catalyst is CC#N. The product is [Cl:25][C:26]1[CH:27]=[C:28]([C:34]2([C:49]([F:51])([F:52])[F:50])[O:38][N:37]=[C:36]([C:39]3[CH:47]=[CH:46][C:42]([C:43]([NH:54][CH2:55][C:56]4[CH:67]=[CH:66][C:59]5[B:60]([OH:65])[O:61][C:62]([CH3:64])([CH3:63])[C:58]=5[CH:57]=4)=[O:45])=[C:41]([CH3:48])[CH:40]=3)[CH2:35]2)[CH:29]=[C:30]([Cl:33])[C:31]=1[F:32]. The yield is 0.540. (4) The reactants are [O:1]1[CH2:5][CH2:4][CH2:3][CH:2]1[CH2:6][OH:7].F[C:9]1[CH:10]=[C:11]([CH3:18])[CH:12]=[CH:13][C:14]=1[N+:15]([O-:17])=[O:16].[CH3:19][C:20]1[CH:26]=[CH:25][C:23]([NH2:24])=[C:22]([O:27][CH2:28][CH:29]2[CH2:33][CH2:32][CH2:31][O:30]2)[CH:21]=1.[NH2:34][C:35]1[S:36][CH:37]=[CH:38][N:39]=1. The product is [N+:15]([C:14]1[CH:13]=[CH:12][C:11]([CH3:18])=[CH:10][C:9]=1[O:7][CH2:6][CH:2]1[CH2:3][CH2:4][CH2:5][O:1]1)([O-:17])=[O:16].[CH3:19][C:20]1[CH:26]=[CH:25][C:23]([NH:24][C:6]([NH:34][C:35]2[S:36][CH:37]=[CH:38][N:39]=2)=[O:7])=[C:22]([O:27][CH2:28][CH:29]2[CH2:33][CH2:32][CH2:31][O:30]2)[CH:21]=1. No catalyst specified. The yield is 0.750. (5) The reactants are [Li+].[BH4-].[CH2:3]([N:6]([C:16]([O:18][C:19]([CH3:22])([CH3:21])[CH3:20])=[O:17])[CH2:7][CH2:8][C:9]([CH3:15])([CH3:14])[C:10](OC)=[O:11])[CH:4]=[CH2:5]. The catalyst is C1COCC1. The product is [CH2:3]([N:6]([CH2:7][CH2:8][C:9]([CH3:15])([CH3:14])[CH2:10][OH:11])[C:16](=[O:17])[O:18][C:19]([CH3:20])([CH3:21])[CH3:22])[CH:4]=[CH2:5]. The yield is 0.730. (6) The reactants are [NH:1]1[CH2:5][CH2:4][CH:3]([C:6]2[CH:7]=[C:8]([NH:12][C:13]([N:15]3[C@@H:21]4[CH2:22][N:18]([CH2:19][CH2:20]4)[C:17]4[CH:23]=[CH:24][C:25]([C:27]5[CH:32]=[CH:31][CH:30]=[C:29]([C:33]([F:36])([F:35])[F:34])[CH:28]=5)=[N:26][C:16]3=4)=[O:14])[CH:9]=[CH:10][CH:11]=2)[CH2:2]1.CCN(C(C)C)C(C)C.Cl[CH2:47][C:48]([NH2:50])=[O:49]. The catalyst is C(Cl)Cl. The product is [NH2:50][C:48](=[O:49])[CH2:47][N:1]1[CH2:5][CH2:4][CH:3]([C:6]2[CH:7]=[C:8]([NH:12][C:13]([N:15]3[C@@H:21]4[CH2:22][N:18]([CH2:19][CH2:20]4)[C:17]4[CH:23]=[CH:24][C:25]([C:27]5[CH:32]=[CH:31][CH:30]=[C:29]([C:33]([F:35])([F:34])[F:36])[CH:28]=5)=[N:26][C:16]3=4)=[O:14])[CH:9]=[CH:10][CH:11]=2)[CH2:2]1. The yield is 0.230.